Dataset: Drug-target binding data from BindingDB using IC50 measurements. Task: Regression. Given a target protein amino acid sequence and a drug SMILES string, predict the binding affinity score between them. We predict pIC50 (pIC50 = -log10(IC50 in M); higher means more potent). Dataset: bindingdb_ic50. (1) The drug is O=C1CC[C@@H](N2Cc3c(OCc4ccc(CN5CCOCC5)cc4)cccc3C2=O)C(=O)N1. The target protein (Q14676) has sequence MEDTQAIDWDVEEEEETEQSSESLRCNVEPVGRLHIFSGAHGPEKDFPLHLGKNVVGRMPDCSVALPFPSISKQHAEIEILAWDKAPILRDCGSLNGTQILRPPKVLSPGVSHRLRDQELILFADLLCQYHRLDVSLPFVSRGPLTVEETPRVQGETQPQRLLLAEDSEEEVDFLSERRMVKKSRTTSSSVIVPESDEEGHSPVLGGLGPPFAFNLNSDTDVEEGQQPATEEASSAARRGATVEAKQSEAEVVTEIQLEKDQPLVKERDNDTKVKRGAGNGVVPAGVILERSQPPGEDSDTDVDDDSRPPGRPAEVHLERAQPFGFIDSDTDAEEERIPATPVVIPMKKRKIFHGVGTRGPGAPGLAHLQESQAGSDTDVEEGKAPQAVPLEKSQASMVINSDTDDEEEVSAALTLAHLKESQPAIWNRDAEEDMPQRVVLLQRSQTTTERDSDTDVEEEELPVENREAVLKDHTKIRALVRAHSEKDQPPFGDSDDSVE.... The pIC50 is 7.9. (2) The small molecule is CC(=O)N[C@H](C(=O)N[C@@H](CC(=O)O)C(=O)N[C@H](C(=O)N1CCc2ccc(O)cc2C1C(=O)N[C@H]1CC(=O)OC1O)C(C)C)C(C)C. The target protein (P42575) has sequence MAAPSAGSWSTFQHKELMAADRGRRILGVCGMHPHHQETLKKNRVVLAKQLLLSELLEHLLEKDIITLEMRELIQAKVGSFSQNVELLNLLPKRGPQAFDAFCEALRETKQGHLEDMLLTTLSGLQHVLPPLSCDYDLSLPFPVCESCPLYKKLRLSTDTVEHSLDNKDGPVCLQVKPCTPEFYQTHFQLAYRLQSRPRGLALVLSNVHFTGEKELEFRSGGDVDHSTLVTLFKLLGYDVHVLCDQTAQEMQEKLQNFAQLPAHRVTDSCIVALLSHGVEGAIYGVDGKLLQLQEVFQLFDNANCPSLQNKPKMFFIQACRGDETDRGVDQQDGKNHAGSPGCEESDAGKEKLPKMRLPTRSDMICGYACLKGTAAMRNTKRGSWYIEALAQVFSERACDMHVADMLVKVNALIKDREGYAPGTEFHRCKEMSEYCSTLCRHLYLFPGHPPT. The pIC50 is 4.6.